Dataset: Forward reaction prediction with 1.9M reactions from USPTO patents (1976-2016). Task: Predict the product of the given reaction. Given the reactants [Br-:1].CC(C)(C)OC(=O)[NH:6][CH2:7][CH2:8][NH:9][C:10](=[O:33])[CH2:11][CH2:12][CH2:13][P+:14]([C:27]1[CH:32]=[CH:31][CH:30]=[CH:29][CH:28]=1)([C:21]1[CH:26]=[CH:25][CH:24]=[CH:23][CH:22]=1)[C:15]1[CH:20]=[CH:19][CH:18]=[CH:17][CH:16]=1.C(O)(C(F)(F)F)=O, predict the reaction product. The product is: [Br-:1].[NH2:6][CH2:7][CH2:8][NH:9][C:10](=[O:33])[CH2:11][CH2:12][CH2:13][P+:14]([C:15]1[CH:20]=[CH:19][CH:18]=[CH:17][CH:16]=1)([C:21]1[CH:26]=[CH:25][CH:24]=[CH:23][CH:22]=1)[C:27]1[CH:32]=[CH:31][CH:30]=[CH:29][CH:28]=1.